Dataset: CYP2D6 inhibition data for predicting drug metabolism from PubChem BioAssay. Task: Regression/Classification. Given a drug SMILES string, predict its absorption, distribution, metabolism, or excretion properties. Task type varies by dataset: regression for continuous measurements (e.g., permeability, clearance, half-life) or binary classification for categorical outcomes (e.g., BBB penetration, CYP inhibition). Dataset: cyp2d6_veith. The compound is COc1ccc(CNC(=O)/C=C/c2ccc(OCCCF)cc2)cc1. The result is 0 (non-inhibitor).